This data is from Drug-target binding data from BindingDB using IC50 measurements. The task is: Regression. Given a target protein amino acid sequence and a drug SMILES string, predict the binding affinity score between them. We predict pIC50 (pIC50 = -log10(IC50 in M); higher means more potent). Dataset: bindingdb_ic50. (1) The drug is O=C1NC(=O)c2c1c1c3ccccc3ccc1c1c2c2cccc3c2n1C(CO)CC3. The target protein (P00517) has sequence MGNAAAAKKGSEQESVKEFLAKAKEDFLKKWENPAQNTAHLDQFERIKTLGTGSFGRVMLVKHMETGNHYAMKILDKQKVVKLKQIEHTLNEKRILQAVNFPFLVKLEFSFKDNSNLYMVMEYVPGGEMFSHLRRIGRFSEPHARFYAAQIVLTFEYLHSLDLIYRDLKPENLLIDQQGYIQVTDFGFAKRVKGRTWTLCGTPEYLAPEIILSKGYNKAVDWWALGVLIYEMAAGYPPFFADQPIQIYEKIVSGKVRFPSHFSSDLKDLLRNLLQVDLTKRFGNLKNGVNDIKNHKWFATTDWIAIYQRKVEAPFIPKFKGPGDTSNFDDYEEEEIRVSINEKCGKEFSEF. The pIC50 is 5.7. (2) The drug is CCCN[C@@H](CC[C@H](N)C(=O)O)C[C@H]1O[C@@H](n2cnc3c(N)ncnc32)[C@H](O)[C@@H]1O. The target protein (Q9BYW2) has sequence MKQLQPQPPPKMGDFYDPEHPTPEEEENEAKIENVQKTGFIKGPMFKGVASSRFLPKGTKTKVNLEEQGRQKVSFSFSLTKKTLQNRFLTALGNEKQSDTPNPPAVPLQVDSTPKMKMEIGDTLSTAEESSPPKSRVELGKIHFKKHLLHVTSRPLLATTTAVASPPTHAAPLPAVIAESTTVDSPPSSPPPPPPPAQATTLSSPAPVTEPVALPHTPITVLMAAPVPLPVDVAVRSLKEPPIIIVPESLEADTKQDTISNSLEEHVTQILNEQADISSKKEDSHIGKDEEIPDSSKISLSCKKTGSKKKSSQSEGIFLGSESDEDSVRTSSSQRSHDLKFSASIEKERDFKKSSAPLKSEDLGKPSRSKTDRDDKYFSYSKLERDTRYVSSRCRSERERRRSRSHSRSERGSRTNLSYSRSERSHYYDSDRRYHRSSPYRERTRYSRPYTDNRARESSDSEEEYKKTYSRRTSSHSSSYRDLRTSSYSKSDRDCKTETS.... The pIC50 is 6.1. (3) The small molecule is O=C(O)CN1C(=O)/C(=C/c2ccc(OCc3ccccc3)c(OCc3cccc(Cl)c3)c2)SC1=S. The target protein (O74189) has sequence MAKKPVTPASKVAAKQAAVRSRHQEDVFTLDPLIDPIFQKGELRSYLVTEPSPSVLKKRSIHTKEYWMLSSLLLIAFYVRMYNLSNPNSVVFDEVHFGGFARKYILGTFFMDVHPPLAKMLFGAVGAIGGFKGDFEFKSIGDKFPDSTPYIFMRQFPALLGVGTVILCYLTLRQSGVRPIIAYITTFLLIIENSNVTISRYILLDSPLIFFIAAAIYAWKKFEIQIPFTFGWYRSLLATGIALGLALSSKWVGLFTVAWVGFLCIYQLWFLIGDLSVSTKKIWGHFFARGIILLGVPIALYLGFFAIHFQLLNKEGDGGAFMSSAFRAGLQGNKIPRDITEQVGLGSVVTIRHVDTQGGYLHSHEHFYQTGSKQQQITLYPHLDSNNKWLIEPYNGTIHNETFVPLINGMKIRLKHINTGRRLHSHDEKPPVSERDWQKECSCYGYDGFAGDANDDWVVEIVNYRSQKGEAQTFVKAINTIFRLRHAMTGHYLFSSEVKL.... The pIC50 is 5.4.